This data is from Catalyst prediction with 721,799 reactions and 888 catalyst types from USPTO. The task is: Predict which catalyst facilitates the given reaction. (1) Reactant: [CH:1]1([NH2+:7]C2CCCCC2)CC[CH2:4][CH2:3][CH2:2]1.[CH2:14]([C@H:18]1[O:20][C@@H:19]1[C:21]([O-:23])=O)[CH2:15][CH2:16][CH3:17].C(Cl)(=O)C(C)(C)C.C(N)CCC. Product: [CH2:1]([NH:7][C:21]([C@@H:19]1[C@@H:18]([CH2:14][CH2:15][CH2:16][CH3:17])[O:20]1)=[O:23])[CH2:2][CH2:3][CH3:4]. The catalyst class is: 7. (2) Reactant: Br[C:2]1[CH:3]=[C:4]([CH:28]=[CH:29][CH:30]=1)[CH2:5][N:6]1[C:10]2[CH:11]=[CH:12][CH:13]=[CH:14][C:9]=2[N:8]([CH2:15][CH:16]([OH:26])[CH2:17][O:18][C:19]2[CH:24]=[CH:23][C:22]([F:25])=[CH:21][CH:20]=2)[C:7]1=[NH:27].C1C=CC(P(C2C(C3C(P(C4C=CC=CC=4)C4C=CC=CC=4)=CC=C4C=3C=CC=C4)=C3C(C=CC=C3)=CC=2)C2C=CC=CC=2)=CC=1.[C:77]1([C:90]2[CH:95]=[CH:94][CH:93]=[CH:92][CH:91]=2)[CH:82]=[CH:81][CH:80]=[CH:79][C:78]=1[CH2:83][N:84]1[CH2:89][CH2:88][NH:87][CH2:86][CH2:85]1.C([O-])([O-])=O.[Cs+].[Cs+]. Product: [C:77]1([C:90]2[CH:95]=[CH:94][CH:93]=[CH:92][CH:91]=2)[CH:82]=[CH:81][CH:80]=[CH:79][C:78]=1[CH2:83][N:84]1[CH2:85][CH2:86][N:87]([C:2]2[CH:3]=[C:4]([CH:28]=[CH:29][CH:30]=2)[CH2:5][N:6]2[C:10]3[CH:11]=[CH:12][CH:13]=[CH:14][C:9]=3[N:8]([CH2:15][CH:16]([OH:26])[CH2:17][O:18][C:19]3[CH:24]=[CH:23][C:22]([F:25])=[CH:21][CH:20]=3)[C:7]2=[NH:27])[CH2:88][CH2:89]1. The catalyst class is: 222. (3) Reactant: [Cl:1][C:2]1[CH:14]=[CH:13][C:12]2[C:11]3[C:6](=[CH:7][C:8]([Cl:15])=[CH:9][CH:10]=3)[NH:5][C:4]=2[CH:3]=1.[OH-].[K+].CCCCCCCC(C([NH3+])(C(CCCCCCC)=O)C(CCCCCCC)=O)=O.[Cl-].Br[CH2:49][CH2:50][CH:51]([CH3:58])[CH2:52][CH2:53][CH2:54][CH:55]([CH3:57])[CH3:56]. Product: [Cl:1][C:2]1[CH:14]=[CH:13][C:12]2[C:11]3[C:6](=[CH:7][C:8]([Cl:15])=[CH:9][CH:10]=3)[N:5]([CH2:49][CH2:50][CH:51]([CH3:58])[CH2:52][CH2:53][CH2:54][CH:55]([CH3:57])[CH3:56])[C:4]=2[CH:3]=1. The catalyst class is: 2. (4) Reactant: [Cl:1][C:2]1[CH:3]=[C:4]([CH2:16][NH:17][C:18]([C:20]2[CH:25]=[CH:24][CH:23]=[C:22]([C:26]([NH:28][CH2:29][C:30]3[C:31]([NH:43][CH:44]4[CH2:49][CH2:48][O:47][CH2:46][CH2:45]4)=[C:32]4[CH:40]=[N:39][N:38]([CH2:41][CH3:42])[C:33]4=[N:34][C:35]=3[CH2:36][CH3:37])=[O:27])[CH:21]=2)=[O:19])[CH:5]=[C:6]([C:8]2[CH:13]=[CH:12][CH:11]=[C:10]([CH:14]=O)[CH:9]=2)[CH:7]=1.[N:50]1(C(OC(C)(C)C)=O)[CH2:55][CH2:54][NH:53][CH2:52][CH2:51]1.C(O)(=O)C.C(O[BH-](OC(=O)C)OC(=O)C)(=O)C.[F:80][C:81]([F:86])([F:85])[C:82]([OH:84])=[O:83]. Product: [Cl:1][C:2]1[CH:3]=[C:4]([CH2:16][NH:17][C:18]([C:20]2[CH:25]=[CH:24][CH:23]=[C:22]([C:26]([NH:28][CH2:29][C:30]3[C:31]([NH:43][CH:44]4[CH2:49][CH2:48][O:47][CH2:46][CH2:45]4)=[C:32]4[CH:40]=[N:39][N:38]([CH2:41][CH3:42])[C:33]4=[N:34][C:35]=3[CH2:36][CH3:37])=[O:27])[CH:21]=2)=[O:19])[CH:5]=[C:6]([C:8]2[CH:13]=[CH:12][CH:11]=[C:10]([CH2:14][N:50]3[CH2:55][CH2:54][NH:53][CH2:52][CH2:51]3)[CH:9]=2)[CH:7]=1.[C:82]([OH:84])([C:81]([F:86])([F:85])[F:80])=[O:83]. The catalyst class is: 26.